From a dataset of Forward reaction prediction with 1.9M reactions from USPTO patents (1976-2016). Predict the product of the given reaction. (1) Given the reactants [CH3:1][O:2][C:3](=[O:12])[CH2:4][C:5]1[CH:10]=[CH:9][C:8]([F:11])=[CH:7][CH:6]=1.[CH3:13][Si](C)(C)[N-][Si](C)(C)C.[Li+].CI, predict the reaction product. The product is: [F:11][C:8]1[CH:9]=[CH:10][C:5]([CH:4]([CH3:13])[C:3]([O:2][CH3:1])=[O:12])=[CH:6][CH:7]=1. (2) Given the reactants [F:1][CH:2]([F:16])[C@@:3]12[CH2:15][CH2:14][CH2:13][N:4]1[C@@H](C(Cl)(Cl)Cl)[O:6][C:7]2=O.[NH3:17], predict the reaction product. The product is: [F:1][CH:2]([F:16])[C@@:3]1([C:7]([NH2:17])=[O:6])[CH2:15][CH2:14][CH2:13][NH:4]1. (3) Given the reactants C(N(C(C)C)CC)(C)C.[Cl:10][C:11]1[C:20]2[N:19]=[C:18]([C:21]3[C:30]4[C:25](=[CH:26][CH:27]=[CH:28][CH:29]=4)[CH:24]=[CH:23][CH:22]=3)[O:17][C:16](=[O:31])[C:15]=2[CH:14]=[CH:13][CH:12]=1.[CH:32]1([CH2:38][NH2:39])[CH2:37][CH2:36][CH2:35][CH2:34][CH2:33]1, predict the reaction product. The product is: [Cl:10][C:11]1[CH:12]=[CH:13][CH:14]=[C:15]([C:16]([NH:39][CH2:38][CH:32]2[CH2:37][CH2:36][CH2:35][CH2:34][CH2:33]2)=[O:31])[C:20]=1[NH:19][C:18]([C:21]1[C:30]2[C:25](=[CH:26][CH:27]=[CH:28][CH:29]=2)[CH:24]=[CH:23][CH:22]=1)=[O:17].